The task is: Predict the reaction yield, written as a fraction of the theoretical maximum amount of product (1.0 means a 100% yield; for example, 0.34 means a 34% yield).. This data is from Reaction yield outcomes from USPTO patents with 853,638 reactions. (1) The reactants are [CH3:1][O:2][C:3]1[CH:4]=[C:5]2[C:10](=[CH:11][C:12]=1[O:13][CH3:14])[N:9]=[CH:8][CH:7]=[C:6]2[O:15][C:16]1[CH:21]=[CH:20][C:19]([O:22][CH3:23])=[CH:18][C:17]=1[CH:24]([C:26]1[S:27][CH:28]=[CH:29][N:30]=1)[OH:25]. The catalyst is CO.C(Cl)Cl.[O-2].[O-2].[Mn+4]. The product is [CH3:1][O:2][C:3]1[CH:4]=[C:5]2[C:10](=[CH:11][C:12]=1[O:13][CH3:14])[N:9]=[CH:8][CH:7]=[C:6]2[O:15][C:16]1[CH:21]=[CH:20][C:19]([O:22][CH3:23])=[CH:18][C:17]=1[C:24]([C:26]1[S:27][CH:28]=[CH:29][N:30]=1)=[O:25]. The yield is 0.740. (2) The reactants are O.[PH2:2]([O-:4])=[O:3].[Na+].S(=O)(=O)(O)O.C=C.OO.[C:15]([O-])(=O)[CH3:16].[Al+3:19].[C:20]([O-])(=O)[CH3:21].[C:24]([O-])(=O)[CH3:25].[Al+3].C(P(CC)(=O)[O-])C.C(P(CC)(=O)[O-])C.C(P(CC)(=O)[O-])C. The catalyst is O. The product is [Al+3:19].[CH2:15]([P:2]([O-:4])[O-:3])[CH3:16].[CH2:20]([P:2]([O-:4])[O-:3])[CH3:21].[CH2:24]([P:2]([O-:4])[O-:3])[CH3:25].[Al+3:19]. The yield is 0.926. (3) The reactants are [F:1][C:2]1[CH:7]=[CH:6][CH:5]=[C:4]([F:8])[C:3]=1[N:9]1[C:14]2[N:15]=[C:16](S(C)=O)[N:17]=[C:18]([C:19]3[CH:20]=[C:21]([CH:28]=[CH:29][C:30]=3[CH3:31])[C:22]([NH:24][CH:25]([CH3:27])[CH3:26])=[O:23])[C:13]=2[CH2:12][NH:11][C:10]1=[O:35].[CH3:36][N:37]1[CH2:42][CH2:41][CH:40]([NH2:43])[CH2:39][CH2:38]1. The catalyst is C1COCC1. The product is [F:1][C:2]1[CH:7]=[CH:6][CH:5]=[C:4]([F:8])[C:3]=1[N:9]1[C:14]2[N:15]=[C:16]([NH:43][CH:40]3[CH2:41][CH2:42][N:37]([CH3:36])[CH2:38][CH2:39]3)[N:17]=[C:18]([C:19]3[CH:20]=[C:21]([CH:28]=[CH:29][C:30]=3[CH3:31])[C:22]([NH:24][CH:25]([CH3:27])[CH3:26])=[O:23])[C:13]=2[CH2:12][NH:11][C:10]1=[O:35]. The yield is 0.820.